From a dataset of Blood-brain barrier permeability regression values from the B3DB database. Regression/Classification. Given a drug SMILES string, predict its absorption, distribution, metabolism, or excretion properties. Task type varies by dataset: regression for continuous measurements (e.g., permeability, clearance, half-life) or binary classification for categorical outcomes (e.g., BBB penetration, CYP inhibition). For this dataset (b3db_regression), we predict Y. (1) The molecule is CCC(C)N1CCN(CC1)C2=CC=C(C=C2)I. The Y is 1.38 log(BB ratio). (2) The compound is CC/C(=C(/C1=CC=CC=C1)\C2=CC=C(C=C2)OCCN(C)C)/C3=CC=CC=C3. The Y is 0.920 log(BB ratio). (3) The drug is CCS(=O)(=O)C1=CC=C(C=C1)C2=C(C3=C(C=C2)C=C(C=C3)O)OC4=CC=C(C=C4)OCCN5CCCCC5. The Y is -0.920 log(BB ratio).